From a dataset of Forward reaction prediction with 1.9M reactions from USPTO patents (1976-2016). Predict the product of the given reaction. (1) The product is: [CH3:23][N:24]([CH3:31])[CH2:25]/[CH:26]=[CH:27]/[C:28]([N:12]1[CH2:11][CH2:10][C:9]2[C:5]3[C:4]([NH:14][C:15]4[CH:16]=[C:17]([OH:21])[CH:18]=[CH:19][CH:20]=4)=[N:3][CH:2]=[N:1][C:6]=3[S:7][C:8]=2[CH2:13]1)=[O:29]. Given the reactants [N:1]1[C:6]2[S:7][C:8]3[CH2:13][NH:12][CH2:11][CH2:10][C:9]=3[C:5]=2[C:4]([NH:14][C:15]2[CH:16]=[C:17]([OH:21])[CH:18]=[CH:19][CH:20]=2)=[N:3][CH:2]=1.Cl.[CH3:23][N:24]([CH3:31])[CH2:25]/[CH:26]=[CH:27]/[C:28](O)=[O:29], predict the reaction product. (2) Given the reactants [Si]([O:18][CH2:19][C:20]([F:36])([CH3:35])[CH2:21][NH:22][C@H:23]([CH3:34])[CH2:24][C:25]1[C:33]2[C:28](=[CH:29][CH:30]=[CH:31][CH:32]=2)[NH:27][CH:26]=1)(C(C)(C)C)(C1C=CC=CC=1)C1C=CC=CC=1.O.[F-].C([N+](CCCC)(CCCC)CCCC)CCC, predict the reaction product. The product is: [NH:27]1[C:28]2[C:33](=[CH:32][CH:31]=[CH:30][CH:29]=2)[C:25]([CH2:24][C@H:23]([NH:22][CH2:21][C:20]([F:36])([CH3:35])[CH2:19][OH:18])[CH3:34])=[CH:26]1. (3) Given the reactants [Cl:1][C:2]1[CH:3]=[C:4]([C@@H:12]([CH2:22][CH:23]2[CH2:27][CH2:26][CH2:25][CH2:24]2)[C:13]([NH:15][C:16]2[CH:20]=[CH:19][N:18]([CH3:21])[N:17]=2)=[O:14])[CH:5]=[CH:6][C:7]=1[S:8]([CH3:11])(=[O:10])=[O:9].C(Cl)(=O)C(Cl)=O.N1C(C)=[CH:38][CH:37]=[CH:36][C:35]=1[CH3:41].C(N1C=CC(N)=N1)CCCCC, predict the reaction product. The product is: [Cl:1][C:2]1[CH:3]=[C:4]([C@@H:12]([CH2:22][CH:23]2[CH2:24][CH2:25][CH2:26][CH2:27]2)[C:13]([NH:15][C:16]2[CH:20]=[CH:19][N:18]([CH2:21][CH2:41][CH2:35][CH2:36][CH2:37][CH3:38])[N:17]=2)=[O:14])[CH:5]=[CH:6][C:7]=1[S:8]([CH3:11])(=[O:10])=[O:9]. (4) Given the reactants Cl.[NH2:2][CH2:3][CH2:4][N:5]1[C:13](=[O:14])[C:12]2[C:7](=[CH:8][CH:9]=[CH:10][CH:11]=2)[C:6]1=[O:15].[CH3:16][N:17]1[C:21]2[CH:22]=[CH:23][C:24]([CH:26]=O)=[CH:25][C:20]=2[N:19]([CH3:28])[C:18]1=[O:29].C(=O)([O-])[O-], predict the reaction product. The product is: [CH3:16][N:17]1[C:21]2[CH:22]=[CH:23][C:24]([CH:26]=[N:2][CH2:3][CH2:4][N:5]3[C:6](=[O:15])[C:7]4[C:12](=[CH:11][CH:10]=[CH:9][CH:8]=4)[C:13]3=[O:14])=[CH:25][C:20]=2[N:19]([CH3:28])[C:18]1=[O:29]. (5) Given the reactants [C:1]([O:6][CH2:7][CH:8]1[O:10][CH2:9]1)(=[O:5])[C:2]([CH3:4])=[CH2:3].[C:11]([O:16][CH2:17][C:18]1[CH:23]=[CH:22][CH:21]=[CH:20][CH:19]=1)(=[O:15])[C:12]([CH3:14])=[CH2:13].[C:24]([OH:29])(=[O:28])[C:25]([CH3:27])=[CH2:26].N(C(C)(CC)C([O-])=O)=NC(C)(CC)C([O-])=O, predict the reaction product. The product is: [CH3:1][O:6][CH2:7][CH2:8][O:10][CH2:18][CH2:17][O:16][CH2:11][CH3:12].[C:1]([O:6][CH2:7][CH:8]1[O:10][CH2:9]1)(=[O:5])[C:2]([CH3:4])=[CH2:3].[C:11]([O:16][CH2:17][C:18]1[CH:19]=[CH:20][CH:21]=[CH:22][CH:23]=1)(=[O:15])[C:12]([CH3:14])=[CH2:13].[C:24]([OH:29])(=[O:28])[C:25]([CH3:27])=[CH2:26]. (6) Given the reactants [NH2:1][C:2]1[N:6]([C:7](=[O:16])[C:8]2[C:13]([F:14])=[CH:12][CH:11]=[CH:10][C:9]=2[F:15])[N:5]=[C:4]([NH:17][C:18]2[CH:23]=[CH:22][C:21]([S:24]([NH2:27])(=[O:26])=[O:25])=[CH:20][CH:19]=2)[N:3]=1.CC(C)([O-])C.[K+].[C:34]1(=[O:41])[O:40][C:38](=[O:39])[CH2:37][CH2:36][CH2:35]1, predict the reaction product. The product is: [NH2:1][C:2]1[N:6]([C:7](=[O:16])[C:8]2[C:13]([F:14])=[CH:12][CH:11]=[CH:10][C:9]=2[F:15])[N:5]=[C:4]([NH:17][C:18]2[CH:23]=[CH:22][C:21]([S:24]([NH:27][C:34](=[O:41])[CH2:35][CH2:36][CH2:37][C:38]([OH:40])=[O:39])(=[O:25])=[O:26])=[CH:20][CH:19]=2)[N:3]=1.